From a dataset of Peptide-MHC class I binding affinity with 185,985 pairs from IEDB/IMGT. Regression. Given a peptide amino acid sequence and an MHC pseudo amino acid sequence, predict their binding affinity value. This is MHC class I binding data. (1) The peptide sequence is YPSGQGSF. The MHC is HLA-B54:01 with pseudo-sequence HLA-B54:01. The binding affinity (normalized) is 0.123. (2) The peptide sequence is ISRDELWAR. The MHC is HLA-A03:01 with pseudo-sequence HLA-A03:01. The binding affinity (normalized) is 0. (3) The peptide sequence is IRSAEVVSR. The MHC is HLA-B46:01 with pseudo-sequence HLA-B46:01. The binding affinity (normalized) is 0.0847. (4) The peptide sequence is VAVIMAIYL. The MHC is H-2-Kb with pseudo-sequence H-2-Kb. The binding affinity (normalized) is 0.218. (5) The peptide sequence is YLSPFKLTY. The MHC is HLA-A29:02 with pseudo-sequence HLA-A29:02. The binding affinity (normalized) is 1.00. (6) The peptide sequence is GLLTVCYVL. The MHC is HLA-A02:01 with pseudo-sequence HLA-A02:01. The binding affinity (normalized) is 0.776. (7) The peptide sequence is CLDAGINYV. The MHC is HLA-A02:02 with pseudo-sequence HLA-A02:02. The binding affinity (normalized) is 1.00. (8) The peptide sequence is TSACGIFLK. The MHC is HLA-A24:03 with pseudo-sequence HLA-A24:03. The binding affinity (normalized) is 0.0847.